From a dataset of Full USPTO retrosynthesis dataset with 1.9M reactions from patents (1976-2016). Predict the reactants needed to synthesize the given product. (1) Given the product [CH3:17][C:16]([CH3:19])([CH3:18])[C:15]([NH:1][C:2]1[CH:7]=[CH:6][N:5]=[CH:4][CH:3]=1)=[O:20], predict the reactants needed to synthesize it. The reactants are: [NH2:1][C:2]1[CH:7]=[CH:6][N:5]=[CH:4][CH:3]=1.C(N(CC)CC)C.[C:15](Cl)(=[O:20])[C:16]([CH3:19])([CH3:18])[CH3:17]. (2) Given the product [C:1]([O:5][C:6]([N:8]1[CH2:9][CH2:10][N:11]([C:14]2[C:15]([CH2:24][O:25][C:43]3[CH:44]=[CH:45][CH:46]=[CH:47][C:42]=3[C:41]([F:50])([F:49])[F:40])=[CH:16][C:17]([Br:23])=[CH:18][C:19]=2[N+:20]([O-:22])=[O:21])[CH2:12][CH2:13]1)=[O:7])([CH3:4])([CH3:2])[CH3:3], predict the reactants needed to synthesize it. The reactants are: [C:1]([O:5][C:6]([N:8]1[CH2:13][CH2:12][N:11]([C:14]2[C:19]([N+:20]([O-:22])=[O:21])=[CH:18][C:17]([Br:23])=[CH:16][C:15]=2[CH2:24][OH:25])[CH2:10][CH2:9]1)=[O:7])([CH3:4])([CH3:3])[CH3:2].CCN(C(C)C)C(C)C.CS(Cl)(=O)=O.[F:40][C:41]([F:50])([F:49])[C:42]1[CH:47]=[CH:46][CH:45]=[CH:44][C:43]=1O.C(=O)([O-])[O-].[K+].[K+]. (3) Given the product [CH3:41][O:40][C:33]1[CH:34]=[CH:35][C:36]([O:38][CH3:39])=[CH:37][C:32]=1[C:30]1[N:26]=[C:25]([CH:11]2[CH2:12][CH:13]([C:15]3[CH:20]=[CH:19][C:18]([C:21]([F:22])([F:23])[F:24])=[CH:17][CH:16]=3)[CH2:14][N:9]([C:7]([N:1]3[CH2:6][CH2:5][O:4][CH2:3][CH2:2]3)=[O:8])[CH2:10]2)[S:27][CH:29]=1, predict the reactants needed to synthesize it. The reactants are: [N:1]1([C:7]([N:9]2[CH2:14][CH:13]([C:15]3[CH:20]=[CH:19][C:18]([C:21]([F:24])([F:23])[F:22])=[CH:17][CH:16]=3)[CH2:12][CH:11]([C:25](=[S:27])[NH2:26])[CH2:10]2)=[O:8])[CH2:6][CH2:5][O:4][CH2:3][CH2:2]1.Br[CH2:29][C:30]([C:32]1[CH:37]=[C:36]([O:38][CH3:39])[CH:35]=[CH:34][C:33]=1[O:40][CH3:41])=O. (4) Given the product [CH3:1][C:2]1[CH:3]=[CH:4][C:5]([C:8]2([C:11]([O:13][CH3:19])=[O:12])[CH2:9][CH2:10]2)=[CH:6][CH:7]=1, predict the reactants needed to synthesize it. The reactants are: [CH3:1][C:2]1[CH:7]=[CH:6][C:5]([C:8]2([C:11]([OH:13])=[O:12])[CH2:10][CH2:9]2)=[CH:4][CH:3]=1.S(=O)(=O)(O)O.[CH3:19]O. (5) The reactants are: [NH2:1][C:2]1[NH:7][C:6]2[NH:8][CH:9]=[C:10]([CH2:11][CH2:12][C:13]3[CH:21]=[CH:20][C:16](C(O)=O)=[CH:15][CH:14]=3)[C:5]=2[C:4](=[O:22])[N:3]=1.CN1CCOCC1.ClC1N=[C:35]([O:37]C)[N:34]=C(OC)N=1.[CH:41]1[CH:46]=[CH:45][C:44]([CH2:47][O:48][C:49]([CH2:51][CH2:52][C@H:53](N)[C:54]([OH:56])=[O:55])=[O:50])=[CH:43][CH:42]=1. Given the product [NH2:1][C:2]1[NH:3][C:4](=[O:22])[C:5]2[C:10]([CH2:11][CH2:12][C:13]3[CH:14]=[CH:15][C:16]([C:35]([NH:34][C@H:51]([C:49]([O:48][CH2:47][C:44]4[CH:45]=[CH:46][CH:41]=[CH:42][CH:43]=4)=[O:50])[CH2:52][CH2:53][C:54]([OH:56])=[O:55])=[O:37])=[CH:20][CH:21]=3)=[CH:9][NH:8][C:6]=2[N:7]=1, predict the reactants needed to synthesize it.